Dataset: Forward reaction prediction with 1.9M reactions from USPTO patents (1976-2016). Task: Predict the product of the given reaction. (1) The product is: [CH2:1]([C:3]1[N:8]=[C:7]([NH:9][C:17](=[O:22])[C:18]([CH3:21])([CH3:20])[CH3:19])[CH:6]=[CH:5][CH:4]=1)[CH3:2]. Given the reactants [CH2:1]([C:3]1[N:8]=[C:7]([NH2:9])[CH:6]=[CH:5][CH:4]=1)[CH3:2].C(N(CC)CC)C.[C:17](Cl)(=[O:22])[C:18]([CH3:21])([CH3:20])[CH3:19], predict the reaction product. (2) Given the reactants [C:1]([O:4][C@@H:5]1[C@@H:20]([O:21][C:22](=[O:24])[CH3:23])[C@H:19]([O:25][C:26](=[O:28])[CH3:27])[CH2:18][S:17][C@H:6]1[O:7][C:8]1[C:9]([N+:14]([O-])=O)=[N:10][CH:11]=[CH:12][CH:13]=1)(=[O:3])[CH3:2], predict the reaction product. The product is: [C:1]([O:4][C@@H:5]1[C@@H:20]([O:21][C:22](=[O:24])[CH3:23])[C@H:19]([O:25][C:26](=[O:28])[CH3:27])[CH2:18][S:17][C@H:6]1[O:7][C:8]1[C:9]([NH2:14])=[N:10][CH:11]=[CH:12][CH:13]=1)(=[O:3])[CH3:2]. (3) Given the reactants CO[CH:3]1[CH2:8][NH:7][CH2:6][CH2:5][N:4]1[C:9]([O:11][CH2:12][C:13]1[CH:18]=[CH:17][C:16]([N+:19]([O-:21])=[O:20])=[CH:15][CH:14]=1)=[O:10].[Cl-].[NH4+:23], predict the reaction product. The product is: [NH:23]=[C:6]1[CH2:5][N:4]([C:9]([O:11][CH2:12][C:13]2[CH:18]=[CH:17][C:16]([N+:19]([O-:21])=[O:20])=[CH:15][CH:14]=2)=[O:10])[CH2:3][CH2:8][NH:7]1. (4) Given the reactants [CH3:1][C:2]1([C:7]2[O:11][C:10]([CH2:12][N:13]3[N:17]=[C:16]([NH2:18])[CH:15]=[N:14]3)=[CH:9][CH:8]=2)[O:6]CCO1.[CH3:19][O:20][CH2:21][C:22]1[O:23][C:24]([C:30]2[CH:35]=[CH:34][CH:33]=[CH:32][CH:31]=2)=[C:25]([C:27](O)=[O:28])[N:26]=1, predict the reaction product. The product is: [C:2]([C:7]1[O:11][C:10]([CH2:12][N:13]2[N:17]=[C:16]([NH:18][C:27]([C:25]3[N:26]=[C:22]([CH2:21][O:20][CH3:19])[O:23][C:24]=3[C:30]3[CH:35]=[CH:34][CH:33]=[CH:32][CH:31]=3)=[O:28])[CH:15]=[N:14]2)=[CH:9][CH:8]=1)(=[O:6])[CH3:1]. (5) Given the reactants [F:1][C:2]1[C:3]([CH2:11][OH:12])=[C:4]([OH:10])[C:5]([O:8][CH3:9])=[CH:6][CH:7]=1.[C:13](O)(=O)C.FC1C(OCCF)=CC(OC)=CC=1C(NC1C=CC(C(N)=N)=CC=1)C1NC(=O)N(C2N=CC=CN=2)N=1.[H-].[Na+].BrCCl.[I-].[Na+].[Cl-].[NH4+], predict the reaction product. The product is: [F:1][C:2]1[C:3]2[CH2:11][O:12][CH2:13][O:10][C:4]=2[C:5]([O:8][CH3:9])=[CH:6][CH:7]=1. (6) Given the reactants [CH3:1][O:2][C:3]1[CH:4]=[C:5]([CH:29]=[CH:30][C:31]=1[O:32][CH3:33])[O:6][C@@H:7]([C:23]1[CH:28]=[CH:27][CH:26]=[CH:25][CH:24]=1)[CH2:8][CH2:9][N:10]1[CH2:15][CH2:14][CH:13]([C:16]2[CH:22]=[CH:21][C:19]([NH2:20])=[CH:18][CH:17]=2)[CH2:12][CH2:11]1.[C:34](Cl)(=[O:38])[CH:35]([CH3:37])[CH3:36].C(N(CC)C(C)C)(C)C, predict the reaction product. The product is: [CH3:1][O:2][C:3]1[CH:4]=[C:5]([CH:29]=[CH:30][C:31]=1[O:32][CH3:33])[O:6][C@@H:7]([C:23]1[CH:24]=[CH:25][CH:26]=[CH:27][CH:28]=1)[CH2:8][CH2:9][N:10]1[CH2:11][CH2:12][CH:13]([C:16]2[CH:22]=[CH:21][C:19]([NH:20][C:34](=[O:38])[CH:35]([CH3:37])[CH3:36])=[CH:18][CH:17]=2)[CH2:14][CH2:15]1. (7) Given the reactants F[C:2]1[CH:12]=[CH:11][C:5]([C:6]([O:8][CH2:9][CH3:10])=[O:7])=[CH:4][CH:3]=1.[NH:13]1[CH2:18][CH2:17][CH:16]([OH:19])[CH2:15][CH2:14]1.O, predict the reaction product. The product is: [OH:19][CH:16]1[CH2:17][CH2:18][N:13]([C:2]2[CH:12]=[CH:11][C:5]([C:6]([O:8][CH2:9][CH3:10])=[O:7])=[CH:4][CH:3]=2)[CH2:14][CH2:15]1.